This data is from Catalyst prediction with 721,799 reactions and 888 catalyst types from USPTO. The task is: Predict which catalyst facilitates the given reaction. (1) Reactant: C[O:2][C:3](=[O:27])[CH2:4][C:5]1[C:14]([CH3:15])=[C:13]([C:16]2[CH:21]=[CH:20][C:19]([NH:22][C:23](=[O:25])[CH3:24])=[CH:18][CH:17]=2)[C:12]2[C:7](=[CH:8][CH:9]=[C:10]([Cl:26])[CH:11]=2)[CH:6]=1.[OH-].[Na+].C(#N)C. Product: [C:23]([NH:22][C:19]1[CH:18]=[CH:17][C:16]([C:13]2[C:12]3[C:7](=[CH:8][CH:9]=[C:10]([Cl:26])[CH:11]=3)[CH:6]=[C:5]([CH2:4][C:3]([OH:27])=[O:2])[C:14]=2[CH3:15])=[CH:21][CH:20]=1)(=[O:25])[CH3:24]. The catalyst class is: 353. (2) Reactant: Cl[C:2]1[CH:7]=[CH:6][N:5]2[N:8]=[CH:9][C:10]([C:11]#[N:12])=[C:4]2[N:3]=1.[F:13][C:14]1[CH:19]=[CH:18][C:17]([F:20])=[CH:16][C:15]=1[CH:21]1[CH2:25][CH2:24][CH2:23][NH:22]1. Product: [F:13][C:14]1[CH:19]=[CH:18][C:17]([F:20])=[CH:16][C:15]=1[CH:21]1[CH2:25][CH2:24][CH2:23][N:22]1[C:2]1[CH:7]=[CH:6][N:5]2[N:8]=[CH:9][C:10]([C:11]#[N:12])=[C:4]2[N:3]=1. The catalyst class is: 58. (3) Reactant: [Cl:1][C:2]1[CH:3]=[C:4]([C:9]2([C:22]([F:25])([F:24])[F:23])[O:13][N:12]=[C:11]([C:14]3[CH:15]=[CH:16][C:17]([CH3:21])=[C:18]([CH:20]=3)[NH2:19])[CH2:10]2)[CH:5]=[C:6]([Cl:8])[CH:7]=1.[C:26](O)(=[O:35])[CH:27]=[CH:28][C:29]1[CH:34]=[CH:33][CH:32]=[CH:31][CH:30]=1.Cl.C(N(CC)CCCN=C=NCC)C.C(=O)([O-])O.[Na+]. Product: [Cl:1][C:2]1[CH:3]=[C:4]([C:9]2([C:22]([F:23])([F:25])[F:24])[O:13][N:12]=[C:11]([C:14]3[CH:15]=[CH:16][C:17]([CH3:21])=[C:18]([NH:19][C:26](=[O:35])[CH:27]=[CH:28][C:29]4[CH:34]=[CH:33][CH:32]=[CH:31][CH:30]=4)[CH:20]=3)[CH2:10]2)[CH:5]=[C:6]([Cl:8])[CH:7]=1. The catalyst class is: 9. (4) Reactant: [NH2:1][C:2]1[CH:22]=[CH:21][C:5]([O:6][C:7]2[C:16]3[C:11](=[CH:12][C:13]([O:19][CH3:20])=[C:14]([C:17]#[N:18])[CH:15]=3)[N:10]=[CH:9][CH:8]=2)=[CH:4][CH:3]=1.[C:23]1([N:29]=[C:30]=[O:31])[CH:28]=[CH:27][CH:26]=[CH:25][CH:24]=1. Product: [C:17]([C:14]1[CH:15]=[C:16]2[C:11](=[CH:12][C:13]=1[O:19][CH3:20])[N:10]=[CH:9][CH:8]=[C:7]2[O:6][C:5]1[CH:21]=[CH:22][C:2]([NH:1][C:30]([NH:29][C:23]2[CH:28]=[CH:27][CH:26]=[CH:25][CH:24]=2)=[O:31])=[CH:3][CH:4]=1)#[N:18]. The catalyst class is: 11. (5) Reactant: [NH2:1][CH:2]1[CH2:6][CH:5]([O:7][CH2:8][C:9]2[CH:14]=[CH:13][C:12]([O:15][CH3:16])=[CH:11][CH:10]=2)[CH2:4][CH:3]1[NH:17][C:18](=[O:24])[O:19][C:20]([CH3:23])([CH3:22])[CH3:21].[N:25]1[N:26]([C:30]2[CH:38]=[CH:37][CH:36]=[CH:35][C:31]=2[C:32](O)=[O:33])[N:27]=[CH:28][CH:29]=1.CN(C(ON1N=NC2C=CC=NC1=2)=[N+](C)C)C.F[P-](F)(F)(F)(F)F.C(N(CC)CC)C. Product: [CH3:16][O:15][C:12]1[CH:11]=[CH:10][C:9]([CH2:8][O:7][CH:5]2[CH2:4][CH:3]([NH:17][C:18](=[O:24])[O:19][C:20]([CH3:21])([CH3:23])[CH3:22])[CH:2]([NH:1][C:32](=[O:33])[C:31]3[CH:35]=[CH:36][CH:37]=[CH:38][C:30]=3[N:26]3[N:27]=[CH:28][CH:29]=[N:25]3)[CH2:6]2)=[CH:14][CH:13]=1. The catalyst class is: 3.